From a dataset of Full USPTO retrosynthesis dataset with 1.9M reactions from patents (1976-2016). Predict the reactants needed to synthesize the given product. (1) Given the product [Cl:1][C:2]1[CH:7]=[CH:6][C:5]([C:8]2[N:12]([CH:13]3[CH2:15][CH2:14]3)[C:11](=[O:16])[N:10]([CH2:17][C:18]3[NH:32][C:31]([C:30]([C:25]4[CH:26]=[CH:27][CH:28]=[CH:29][C:24]=4[F:23])([CH3:35])[CH3:34])=[N:21][N:20]=3)[N:9]=2)=[CH:4][CH:3]=1, predict the reactants needed to synthesize it. The reactants are: [Cl:1][C:2]1[CH:7]=[CH:6][C:5]([C:8]2[N:12]([CH:13]3[CH2:15][CH2:14]3)[C:11](=[O:16])[N:10]([CH2:17][C:18]([NH:20][NH2:21])=O)[N:9]=2)=[CH:4][CH:3]=1.Cl.[F:23][C:24]1[CH:29]=[CH:28][CH:27]=[CH:26][C:25]=1[C:30]([CH3:35])([CH3:34])[C:31](=N)[NH2:32].C[O-].[Na+]. (2) Given the product [O:29]1[C:30]2[CH:35]=[CH:34][CH:33]=[CH:32][C:31]=2[C:27]([N:21]2[CH2:22][CH2:23][N:24]([CH2:2][CH2:3][C:4]([C:6]3[CH:7]=[C:8]4[C:12](=[CH:13][CH:14]=3)[C:11]([CH3:16])([CH3:15])[C:10](=[O:17])[C:9]4([CH3:19])[CH3:18])=[O:5])[CH2:25][CH2:26]2)=[N:28]1, predict the reactants needed to synthesize it. The reactants are: Cl[CH2:2][CH2:3][C:4]([C:6]1[CH:7]=[C:8]2[C:12](=[CH:13][CH:14]=1)[C:11]([CH3:16])([CH3:15])[C:10](=[O:17])[C:9]2([CH3:19])[CH3:18])=[O:5].Cl.[N:21]1([C:27]2[C:31]3[CH:32]=[CH:33][CH:34]=[CH:35][C:30]=3[O:29][N:28]=2)[CH2:26][CH2:25][NH:24][CH2:23][CH2:22]1.C(=O)([O-])[O-].[K+].[K+].[I-].[Na+].